From a dataset of Reaction yield outcomes from USPTO patents with 853,638 reactions. Predict the reaction yield, written as a fraction of the theoretical maximum amount of product (1.0 means a 100% yield; for example, 0.34 means a 34% yield). (1) The reactants are Cl.[NH2:2][C:3]1[CH:31]=[CH:30][C:6]2[NH:7][C:8]([C:13]3[C:14](=[O:29])[C:15]([CH2:25][CH2:26][CH2:27][CH3:28])([CH3:24])[C:16]4[C:21]([C:22]=3[OH:23])=[CH:20][CH:19]=[CH:18][CH:17]=4)=[N:9][S:10](=[O:12])(=[O:11])[C:5]=2[CH:4]=1.[S:32](Cl)([CH3:35])(=[O:34])=[O:33].N1C=CC=CC=1. The catalyst is CC(C)=O. The product is [CH2:25]([C:15]1([CH3:24])[C:16]2[C:21](=[CH:20][CH:19]=[CH:18][CH:17]=2)[C:22]([OH:23])=[C:13]([C:8]2[NH:7][C:6]3[CH:30]=[CH:31][C:3]([NH:2][S:32]([CH3:35])(=[O:34])=[O:33])=[CH:4][C:5]=3[S:10](=[O:12])(=[O:11])[N:9]=2)[C:14]1=[O:29])[CH2:26][CH2:27][CH3:28]. The yield is 0.960. (2) The reactants are [NH2:1][C:2]1[N:7]=[CH:6][C:5]([C:8]#[N:9])=[CH:4][N:3]=1.Cl.[NH2:11][OH:12].C(=O)([O-])[O-].[K+].[K+]. The catalyst is C(O)C. The product is [NH2:1][C:2]1[N:7]=[CH:6][C:5]([C:8]([NH:11][OH:12])=[NH:9])=[CH:4][N:3]=1. The yield is 0.720. (3) The reactants are C([O:5][C:6](=[O:30])[C:7]1[CH:12]=[CH:11][CH:10]=[C:9]([C:13]2[CH:14]=[C:15]3[C:21]([C:22]4[CH:27]=[CH:26][CH:25]=[CH:24][C:23]=4[O:28][CH3:29])=[CH:20][NH:19][C:16]3=[N:17][CH:18]=2)[CH:8]=1)(C)(C)C.Br.SCC(O)=O. The catalyst is C(O)(=O)C. The product is [CH3:29][O:28][C:23]1[CH:24]=[CH:25][CH:26]=[CH:27][C:22]=1[C:21]1[C:15]2[C:16](=[N:17][CH:18]=[C:13]([C:9]3[CH:8]=[C:7]([CH:12]=[CH:11][CH:10]=3)[C:6]([OH:30])=[O:5])[CH:14]=2)[NH:19][CH:20]=1. The yield is 0.670.